Dataset: Reaction yield outcomes from USPTO patents with 853,638 reactions. Task: Predict the reaction yield, written as a fraction of the theoretical maximum amount of product (1.0 means a 100% yield; for example, 0.34 means a 34% yield). (1) The reactants are C(N(CC)CC)C.[CH:8]([C:10]1[C:18]2[C:13](=[CH:14][CH:15]=[CH:16][CH:17]=2)[N:12](C(OC(C)(C)C)=O)[CH:11]=1)=[O:9].[CH3:26][O:27][C:28]1[CH:29]=[C:30]([CH:39]=[CH:40][CH:41]=1)[N:31]=[CH:32][C:33]1[CH:38]=[N:37][CH:36]=[CH:35][N:34]=1. The catalyst is [Cl-].C([N+]1C(C)=C(CCO)SC=1)C1C=CC=CC=1.C(O)C. The product is [NH:12]1[C:13]2[C:18](=[CH:17][CH:16]=[CH:15][CH:14]=2)[C:10]([C:8](=[O:9])[CH:32]([NH:31][C:30]2[CH:39]=[CH:40][CH:41]=[C:28]([O:27][CH3:26])[CH:29]=2)[C:33]2[CH:38]=[N:37][CH:36]=[CH:35][N:34]=2)=[CH:11]1. The yield is 0.130. (2) The reactants are Br[C:2]1[N:3]=[CH:4][C:5]([NH2:8])=[N:6][CH:7]=1.[C-:9]#[N:10].[K+].C(OCC)(=O)C. The catalyst is CN(C)C=O.[Cu]I.C1C=CC([P]([Pd]([P](C2C=CC=CC=2)(C2C=CC=CC=2)C2C=CC=CC=2)([P](C2C=CC=CC=2)(C2C=CC=CC=2)C2C=CC=CC=2)[P](C2C=CC=CC=2)(C2C=CC=CC=2)C2C=CC=CC=2)(C2C=CC=CC=2)C2C=CC=CC=2)=CC=1.C1OCCOCCOCCOCCOCCOC1. The product is [NH2:8][C:5]1[N:6]=[CH:7][C:2]([C:9]#[N:10])=[N:3][CH:4]=1. The yield is 0.944. (3) The product is [NH2:1][C:4]1[CH:13]=[CH:12][CH:11]=[C:10]2[C:5]=1[CH2:6][CH:7]([OH:14])[CH2:8][O:9]2. The catalyst is C(OCC)(=O)C.[C].[Pd]. The reactants are [N+:1]([C:4]1[CH:13]=[CH:12][CH:11]=[C:10]2[C:5]=1[CH2:6][CH:7]([OH:14])[CH2:8][O:9]2)([O-])=O. The yield is 0.920. (4) The reactants are [CH3:1][O:2][C:3]1[N:8]=[CH:7][N:6]=[C:5]([CH2:9][N:10]2[C:18]3[C:13](=[N:14][CH:15]=[C:16]([CH3:19])[CH:17]=3)[C:12]([C:20]([OH:22])=O)=[CH:11]2)[C:4]=1[CH3:23].C(N(CC)CC)C.CCCP1(OP(CCC)(=O)OP(CCC)(=O)O1)=O.[NH2:49][CH2:50][C@H:51]([OH:53])[CH3:52]. The catalyst is C(Cl)Cl. The product is [OH:53][C@H:51]([CH3:52])[CH2:50][NH:49][C:20]([C:12]1[C:13]2=[N:14][CH:15]=[C:16]([CH3:19])[CH:17]=[C:18]2[N:10]([CH2:9][C:5]2[C:4]([CH3:23])=[C:3]([O:2][CH3:1])[N:8]=[CH:7][N:6]=2)[CH:11]=1)=[O:22]. The yield is 0.395.